Task: Predict the product of the given reaction.. Dataset: Forward reaction prediction with 1.9M reactions from USPTO patents (1976-2016) (1) The product is: [CH3:10][NH:11][C:12]([C@@H:14]1[CH2:19][CH2:18][CH2:17][CH2:16][C@@H:15]1[NH:20][C:4]1[C:5]([Cl:8])=[CH:6][N:7]=[C:2]([Cl:1])[N:3]=1)=[O:13]. Given the reactants [Cl:1][C:2]1[N:7]=[CH:6][C:5]([Cl:8])=[C:4](Cl)[N:3]=1.[CH3:10][NH:11][C:12]([C@@H:14]1[CH2:19][CH2:18][CH2:17][CH2:16][C@@H:15]1[NH2:20])=[O:13].C(N(CC)C(C)C)(C)C, predict the reaction product. (2) Given the reactants [CH3:1][C:2]([C@@H:36]([OH:48])[C:37]([NH:39][CH2:40][CH2:41][C:42]([NH:44][CH2:45][CH2:46][SH:47])=[O:43])=[O:38])([CH2:4][O:5][P:6]([O:9][P:10]([O:13][CH2:14][C@H:15]1[O:19][C@@H:18]([N:20]2[C:24]3[N:25]=[CH:26][N:27]=[C:28]([NH2:29])[C:23]=3[N:22]=[CH:21]2)[C@H:17]([OH:30])[C@@H:16]1[O:31][P:32]([OH:35])([OH:34])=[O:33])([OH:12])=[O:11])([OH:8])=[O:7])[CH3:3].C1CN([P+](ON2N=NC3C=[CH:70][CH:71]=[CH:72][C:67]2=3)(N2CCCC2)N2CCCC2)CC1.F[P-](F)(F)(F)(F)F.C1C[O:85][CH2:84]C1, predict the reaction product. The product is: [CH3:70][CH:71]([CH2:72][CH3:67])[C:84]([S:47][CH2:46][CH2:45][NH:44][C:42](=[O:43])[CH2:41][CH2:40][NH:39][C:37](=[O:38])[C@H:36]([OH:48])[C:2]([CH3:1])([CH3:3])[CH2:4][O:5][P:6]([OH:8])(=[O:7])[O:9][P:10]([OH:12])(=[O:11])[O:13][CH2:14][C@H:15]1[O:19][C@@H:18]([N:20]2[C:24]3[N:25]=[CH:26][N:27]=[C:28]([NH2:29])[C:23]=3[N:22]=[CH:21]2)[C@H:17]([OH:30])[C@@H:16]1[O:31][P:32]([OH:35])([OH:34])=[O:33])=[O:85]. (3) The product is: [C:1]([O:5][C:6]([N:8]1[CH2:12][C:11]([F:13])([F:14])[CH2:10][C@H:9]1[C:15]([OH:17])=[O:16])=[O:7])([CH3:4])([CH3:2])[CH3:3]. Given the reactants [C:1]([O:5][C:6]([N:8]1[CH2:12][C:11]([F:14])([F:13])[CH2:10][C@H:9]1[C:15]([O:17]C)=[O:16])=[O:7])([CH3:4])([CH3:3])[CH3:2].[OH-].[Li+], predict the reaction product.